Regression. Given a peptide amino acid sequence and an MHC pseudo amino acid sequence, predict their binding affinity value. This is MHC class II binding data. From a dataset of Peptide-MHC class II binding affinity with 134,281 pairs from IEDB. (1) The peptide sequence is SQDVELSWNLNGLQAY. The MHC is DRB1_1302 with pseudo-sequence DRB1_1302. The binding affinity (normalized) is 0.525. (2) The peptide sequence is IRWLIEEVRHRLRIT. The MHC is DRB5_0101 with pseudo-sequence DRB5_0101. The binding affinity (normalized) is 0.661. (3) The peptide sequence is FEFNKKAIETLNDNT. The MHC is H-2-IAb with pseudo-sequence H-2-IAb. The binding affinity (normalized) is 0. (4) The peptide sequence is YCYLATVSDLSTKAA. The MHC is DRB5_0101 with pseudo-sequence DRB5_0101. The binding affinity (normalized) is 0.410. (5) The peptide sequence is TVAAAPQVKYAVFEA. The MHC is HLA-DPA10201-DPB11401 with pseudo-sequence HLA-DPA10201-DPB11401. The binding affinity (normalized) is 0.413.